The task is: Predict which catalyst facilitates the given reaction.. This data is from Catalyst prediction with 721,799 reactions and 888 catalyst types from USPTO. Reactant: [CH2:1]([NH:8][CH2:9][C@@H:10]1[CH2:14][O:13][C:12]([CH3:16])([CH3:15])[O:11]1)[C:2]1[CH:7]=[CH:6][CH:5]=[CH:4][CH:3]=1.[CH2:17]([O:24][CH2:25][N:26]1[C:34]2[C:33]([O:35][CH3:36])=[N:32][CH:31]=[N:30][C:29]=2[C:28]([CH:37]=O)=[CH:27]1)[C:18]1[CH:23]=[CH:22][CH:21]=[CH:20][CH:19]=1.C(O[BH-](OC(=O)C)OC(=O)C)(=O)C.[Na+].[O-]S([O-])(=O)=O.[Mg+2]. Product: [CH2:1]([N:8]([CH2:9][C@@H:10]1[CH2:14][O:13][C:12]([CH3:16])([CH3:15])[O:11]1)[CH2:37][C:28]1[C:29]2[N:30]=[CH:31][N:32]=[C:33]([O:35][CH3:36])[C:34]=2[N:26]([CH2:25][O:24][CH2:17][C:18]2[CH:23]=[CH:22][CH:21]=[CH:20][CH:19]=2)[CH:27]=1)[C:2]1[CH:3]=[CH:4][CH:5]=[CH:6][CH:7]=1. The catalyst class is: 279.